From a dataset of Catalyst prediction with 721,799 reactions and 888 catalyst types from USPTO. Predict which catalyst facilitates the given reaction. Reactant: [N:1]1([CH2:7][C:8]2[C:17]([C:18]([F:21])([F:20])[F:19])=[CH:16][C:11]([C:12]([O:14]C)=[O:13])=[C:10]([O:22][CH2:23][C:24]3[CH:29]=[CH:28][CH:27]=[CH:26][CH:25]=3)[CH:9]=2)[CH2:6][CH2:5][O:4][CH2:3][CH2:2]1.[Li+].[OH-].O.Cl. Product: [N:1]1([CH2:7][C:8]2[C:17]([C:18]([F:19])([F:21])[F:20])=[CH:16][C:11]([C:12]([OH:14])=[O:13])=[C:10]([O:22][CH2:23][C:24]3[CH:29]=[CH:28][CH:27]=[CH:26][CH:25]=3)[CH:9]=2)[CH2:2][CH2:3][O:4][CH2:5][CH2:6]1. The catalyst class is: 7.